Dataset: Ames mutagenicity test results for genotoxicity prediction. Task: Regression/Classification. Given a drug SMILES string, predict its toxicity properties. Task type varies by dataset: regression for continuous values (e.g., LD50, hERG inhibition percentage) or binary classification for toxic/non-toxic outcomes (e.g., AMES mutagenicity, cardiotoxicity, hepatotoxicity). Dataset: ames. (1) The drug is N/C(=N\O)c1ccc([N+](=O)[O-])o1. The result is 1 (mutagenic). (2) The drug is Cc1c2ccccc2c([C@@H]2CO2)c2ccccc12. The result is 1 (mutagenic). (3) The compound is CC(C)(OO)c1ccccc1. The result is 1 (mutagenic). (4) The compound is CN(C)CCNC(=O)c1cccc2nc3ccccc3nc12. The result is 1 (mutagenic). (5) The drug is COC(=O)CCl. The result is 0 (non-mutagenic). (6) The drug is CC/C=C/C=C/C=C/C=C/C=C/SCC(O)CO. The result is 0 (non-mutagenic). (7) The drug is O=[N+]([O-])c1ccc2ccc3ccc(O)c4c5ccccc5c1c2c34. The result is 1 (mutagenic).